This data is from Reaction yield outcomes from USPTO patents with 853,638 reactions. The task is: Predict the reaction yield, written as a fraction of the theoretical maximum amount of product (1.0 means a 100% yield; for example, 0.34 means a 34% yield). (1) The reactants are [OH:1][C:2]1[CH:6]=[C:5]([C:7]([OH:9])=O)[O:4][N:3]=1.CN(C(ON1N=NC2C=CC=NC1=2)=[N+](C)C)C.F[P-](F)(F)(F)(F)F.CCN(C(C)C)C(C)C.C([O:45][C:46](=[O:68])[C@H:47]([CH2:66][OH:67])[CH2:48][C@H:49]([NH2:65])[C:50]([C:53]1[CH:58]=[CH:57][C:56]([C:59]2[CH:64]=[CH:63][CH:62]=[CH:61][CH:60]=2)=[CH:55][CH:54]=1)([CH3:52])[CH3:51])C.[Li+].[OH-]. The catalyst is CN(C=O)C.CCO. The product is [C:56]1([C:59]2[CH:60]=[CH:61][CH:62]=[CH:63][CH:64]=2)[CH:55]=[CH:54][C:53]([C:50]([CH3:52])([CH3:51])[C@@H:49]([NH:65][C:7]([C:5]2[O:4][N:3]=[C:2]([OH:1])[CH:6]=2)=[O:9])[CH2:48][C@@H:47]([CH2:66][OH:67])[C:46]([OH:68])=[O:45])=[CH:58][CH:57]=1. The yield is 0.950. (2) The reactants are [CH3:1][C:2]1[CH:3]=[C:4]([CH:8]=[CH:9][C:10]=1[C:11]([N:13]1[CH2:17][CH2:16][CH2:15][CH2:14]1)=[O:12])[C:5]([OH:7])=O.CN(C(ON1N=NC2C=CC=CC1=2)=[N+](C)C)C.[B-](F)(F)(F)F.C(N(C(C)C)CC)(C)C.[Cl:49][C:50]1[CH:75]=[CH:74][C:53]2[NH:54][C:55]([CH:57]([NH2:73])[CH2:58][CH2:59][CH2:60][CH2:61][NH:62][C:63]([O:65][CH2:66][C:67]3[CH:72]=[CH:71][CH:70]=[CH:69][CH:68]=3)=[O:64])=[N:56][C:52]=2[CH:51]=1.ClCl. The catalyst is O1CCCC1.C(Cl)Cl.C(O)C. The product is [Cl:49][C:50]1[CH:75]=[CH:74][C:53]2[NH:54][C:55]([CH:57]([NH:73][C:5](=[O:7])[C:4]3[CH:8]=[CH:9][C:10]([C:11]([N:13]4[CH2:17][CH2:16][CH2:15][CH2:14]4)=[O:12])=[C:2]([CH3:1])[CH:3]=3)[CH2:58][CH2:59][CH2:60][CH2:61][NH:62][C:63]([O:65][CH2:66][C:67]3[CH:68]=[CH:69][CH:70]=[CH:71][CH:72]=3)=[O:64])=[N:56][C:52]=2[CH:51]=1. The yield is 1.00. (3) The reactants are [CH3:1][C:2]([CH3:7])=[CH:3][C:4](O)=[O:5].O=S(Cl)Cl.[NH2:12][C:13]1[CH:18]=[CH:17][CH:16]=[CH:15][CH:14]=1.CCN(CC)CC. No catalyst specified. The product is [C:13]1([NH:12][C:4](=[O:5])[CH:3]=[C:2]([CH3:7])[CH3:1])[CH:18]=[CH:17][CH:16]=[CH:15][CH:14]=1. The yield is 0.800. (4) The reactants are [CH3:1][S:2]([NH:5][C:6]1[CH:14]=[CH:13][CH:12]=[C:11]2[C:7]=1[CH:8]=[CH:9][N:10]2[CH2:15][C:16]([O:18]C)=[O:17])(=[O:4])=[O:3].O.[OH-].[Li+]. The catalyst is C1COCC1. The product is [CH3:1][S:2]([NH:5][C:6]1[CH:14]=[CH:13][CH:12]=[C:11]2[C:7]=1[CH:8]=[CH:9][N:10]2[CH2:15][C:16]([OH:18])=[O:17])(=[O:3])=[O:4]. The yield is 0.900.